From a dataset of Peptide-MHC class I binding affinity with 185,985 pairs from IEDB/IMGT. Regression. Given a peptide amino acid sequence and an MHC pseudo amino acid sequence, predict their binding affinity value. This is MHC class I binding data. The peptide sequence is TISGNIYSA. The MHC is HLA-A02:01 with pseudo-sequence HLA-A02:01. The binding affinity (normalized) is 0.507.